From a dataset of Full USPTO retrosynthesis dataset with 1.9M reactions from patents (1976-2016). Predict the reactants needed to synthesize the given product. (1) Given the product [CH2:38]([C:35]1[CH:34]=[N:33][C:32]([N:20]2[CH2:19][CH2:18][CH:17]([CH2:16][CH2:15][CH2:14][O:13][C:10]3[N:11]=[CH:12][C:7]4[CH2:6][N:5]([S:2]([CH3:1])(=[O:3])=[O:4])[CH2:24][CH2:23][C:8]=4[N:9]=3)[CH2:22][CH2:21]2)=[N:37][CH:36]=1)[CH3:39], predict the reactants needed to synthesize it. The reactants are: [CH3:1][S:2]([N:5]1[CH2:24][CH2:23][C:8]2[N:9]=[C:10]([O:13][CH2:14][CH2:15][CH2:16][CH:17]3[CH2:22][CH2:21][NH:20][CH2:19][CH2:18]3)[N:11]=[CH:12][C:7]=2[CH2:6]1)(=[O:4])=[O:3].C([O-])([O-])=O.[Cs+].[Cs+].Cl[C:32]1[N:37]=[CH:36][C:35]([CH2:38][CH3:39])=[CH:34][N:33]=1.C(C1C=CN=CC=1C)#N. (2) Given the product [CH2:2]([O:4][C:5](=[O:17])[CH2:6][C:7]1[NH:24][C:23](=[S:25])[N:9]([CH:10]2[CH2:15][CH2:14][CH2:13][CH2:12][CH2:11]2)[CH:8]=1)[CH3:3], predict the reactants needed to synthesize it. The reactants are: Cl.[CH2:2]([O:4][C:5](=[O:17])[CH2:6][C:7](=O)[CH2:8][NH:9][CH:10]1[CH2:15][CH2:14][CH2:13][CH2:12][CH2:11]1)[CH3:3].C(O)(C)(C)C.[C:23]([S-:25])#[N:24].[K+]. (3) Given the product [NH:13]1[CH2:14][CH2:15][CH:10]([CH2:9][O:8][CH2:7][C:6]([O:5][CH3:1])=[O:26])[CH2:11][CH2:12]1, predict the reactants needed to synthesize it. The reactants are: [C:1]([O:5][C:6](=[O:26])[CH2:7][O:8][CH2:9][CH:10]1[CH2:15][CH2:14][N:13](C(OCC2C=CC=CC=2)=O)[CH2:12][CH2:11]1)(C)(C)C. (4) Given the product [CH3:1][C:2]1[N:6]([CH2:7][C:8]([N:10]2[CH2:15][CH2:14][CH:13]([C:16]([OH:18])=[O:17])[CH2:12][CH2:11]2)=[O:9])[N:5]=[C:4]([C:21]([F:24])([F:22])[F:23])[CH:3]=1, predict the reactants needed to synthesize it. The reactants are: [CH3:1][C:2]1[N:6]([CH2:7][C:8]([N:10]2[CH2:15][CH2:14][CH:13]([C:16]([O:18]CC)=[O:17])[CH2:12][CH2:11]2)=[O:9])[N:5]=[C:4]([C:21]([F:24])([F:23])[F:22])[CH:3]=1.[OH-].[Na+].Cl. (5) The reactants are: [F:1][C:2]1[CH:3]=[C:4]([CH:19]=[CH:20][CH:21]=1)[CH2:5][S:6][C:7]1[O:11][C:10]([C:12]2[CH:17]=[CH:16][N:15]=[C:14]([NH2:18])[CH:13]=2)=[N:9][N:8]=1.ClC(OCC(Cl)(Cl)Cl)=O.[C:31](=[O:34])([O-])[O-].[K+].[K+].[NH2:37][CH2:38][C:39]1[CH:44]=[CH:43][CH:42]=[CH:41][N:40]=1. Given the product [F:1][C:2]1[CH:3]=[C:4]([CH:19]=[CH:20][CH:21]=1)[CH2:5][S:6][C:7]1[O:11][C:10]([C:12]2[CH:17]=[CH:16][N:15]=[C:14]([NH:18][C:31]([NH:37][CH2:38][C:39]3[CH:44]=[CH:43][CH:42]=[CH:41][N:40]=3)=[O:34])[CH:13]=2)=[N:9][N:8]=1, predict the reactants needed to synthesize it. (6) Given the product [NH2:14][C:11]1[CH:12]=[CH:13][C:8]([C:7]([N:6]([CH2:28][CH2:29][CH:30]([CH3:32])[CH3:31])[CH2:1][CH2:2][CH:3]([CH3:5])[CH3:4])=[O:27])=[N:9][C:10]=1[NH:17][CH2:18][CH2:19][CH2:20][N:21]1[CH2:26][CH2:25][O:24][CH2:23][CH2:22]1, predict the reactants needed to synthesize it. The reactants are: [CH2:1]([N:6]([CH2:28][CH2:29][CH:30]([CH3:32])[CH3:31])[C:7](=[O:27])[C:8]1[CH:13]=[CH:12][C:11]([N+:14]([O-])=O)=[C:10]([NH:17][CH2:18][CH2:19][CH2:20][N:21]2[CH2:26][CH2:25][O:24][CH2:23][CH2:22]2)[N:9]=1)[CH2:2][CH:3]([CH3:5])[CH3:4].Cl.O.O.[Sn](Cl)Cl.[OH-].[Na+].